Predict the product of the given reaction. From a dataset of Forward reaction prediction with 1.9M reactions from USPTO patents (1976-2016). (1) Given the reactants [N+:1]([C:4]1[CH:5]=[C:6]([CH:10]=[C:11]([C:13]([F:16])([F:15])[F:14])[CH:12]=1)[C:7](O)=[O:8])([O-:3])=[O:2].[NH3:17], predict the reaction product. The product is: [CH:10]1[C:11]([C:13]([F:16])([F:15])[F:14])=[CH:12][C:4]([N+:1]([O-:3])=[O:2])=[CH:5][C:6]=1[C:7]([NH2:17])=[O:8]. (2) Given the reactants [O:1]1[CH2:6][CH2:5][CH2:4][CH2:3][CH:2]1[O:7][C@H:8]1[CH2:12][N:11]([C:13]([O:15][CH2:16][C:17]2[CH:22]=[CH:21][CH:20]=[CH:19][CH:18]=2)=[O:14])[C@H:10]([C:23]([O:25]CC)=O)[CH2:9]1.[OH-].[Na+].C1(P(N=[N+]=[N-])(C2C=CC=CC=2)=O)C=CC=CC=1.Cl.[CH3:48][NH:49][O:50][CH3:51].Cl, predict the reaction product. The product is: [CH3:51][O:50][N:49]([CH3:48])[C:23]([C@@H:10]1[CH2:9][C@@H:8]([O:7][CH:2]2[CH2:3][CH2:4][CH2:5][CH2:6][O:1]2)[CH2:12][N:11]1[C:13]([O:15][CH2:16][C:17]1[CH:18]=[CH:19][CH:20]=[CH:21][CH:22]=1)=[O:14])=[O:25]. (3) Given the reactants [Cl:1][C:2]1[CH:9]=[C:8]([F:10])[CH:7]=[CH:6][C:3]=1[CH:4]=O.[C:11]([O:17][CH3:18])(=[O:16])[CH2:12][C:13]([CH3:15])=[O:14].C(O)(=O)C.N1CCCCC1, predict the reaction product. The product is: [C:13]([C:12](=[CH:4][C:3]1[CH:6]=[CH:7][C:8]([F:10])=[CH:9][C:2]=1[Cl:1])[C:11]([O:17][CH3:18])=[O:16])(=[O:14])[CH3:15]. (4) Given the reactants COC1C=CC(C([NH:24][C:25]2[N:30]([CH3:31])[C:29](=[O:32])[C:28]([CH3:34])([CH3:33])[C@:27]([C:36]3[CH:41]=[C:40](Br)[CH:39]=[CH:38][C:37]=3[F:43])([CH3:35])[N:26]=2)(C2C=CC(OC)=CC=2)C2C=CC=CC=2)=CC=1.[NH2:44][C:45]1[CH:46]=[CH:47][C:48]([CH3:53])=[C:49]([CH:52]=1)[C:50]#[N:51], predict the reaction product. The product is: [NH2:24][C:25]1[N:30]([CH3:31])[C:29](=[O:32])[C:28]([CH3:33])([CH3:34])[C@:27]([C:36]2[CH:41]=[C:40]([NH:44][C:45]3[CH:46]=[CH:47][C:48]([CH3:53])=[C:49]([CH:52]=3)[C:50]#[N:51])[CH:39]=[CH:38][C:37]=2[F:43])([CH3:35])[N:26]=1. (5) Given the reactants [Si]([O:8][CH2:9][C@@H:10]1[C:18]2[C:13](=[CH:14][CH:15]=[CH:16][CH:17]=2)[CH2:12][C@H:11]1[NH:19][C:20]([C:22]1[NH:26][C:25]2[S:27][C:28]([Cl:30])=[CH:29][C:24]=2[CH:23]=1)=[O:21])(C(C)(C)C)(C)C.[F-].C([N+](CCCC)(CCCC)CCCC)CCC, predict the reaction product. The product is: [Cl:30][C:28]1[S:27][C:25]2[NH:26][C:22]([C:20]([NH:19][C@@H:11]3[CH2:12][C:13]4[C:18](=[CH:17][CH:16]=[CH:15][CH:14]=4)[C@H:10]3[CH2:9][OH:8])=[O:21])=[CH:23][C:24]=2[CH:29]=1. (6) Given the reactants Br[C:2]1[C:7]([C:8]([F:11])([F:10])[F:9])=[CH:6][C:5]([NH:12][C:13]2[N:17]=[C:16]([NH2:18])[NH:15][N:14]=2)=[CH:4][C:3]=1[Cl:19].[CH3:20][NH:21][C:22](=[O:38])[C:23]1[CH:28]=[CH:27][C:26](B2OC(C)(C)C(C)(C)O2)=[CH:25][N:24]=1.C(=O)([O-])[O-].[Na+].[Na+].O, predict the reaction product. The product is: [NH2:18][C:16]1[NH:15][N:14]=[C:13]([NH:12][C:5]2[CH:6]=[C:7]([C:8]([F:11])([F:10])[F:9])[C:2]([C:26]3[CH:27]=[CH:28][C:23]([C:22]([NH:21][CH3:20])=[O:38])=[N:24][CH:25]=3)=[C:3]([Cl:19])[CH:4]=2)[N:17]=1. (7) Given the reactants [H-].[Na+].[OH:3][C@@H:4]([CH2:15][O:16][C@H:17]([CH3:30])[CH2:18][O:19][Si:20]([CH:27]([CH3:29])[CH3:28])([CH:24]([CH3:26])[CH3:25])[CH:21]([CH3:23])[CH3:22])[C:5]([NH:7][C:8]1[CH:13]=[N:12][C:11]([CH3:14])=[CH:10][N:9]=1)=[O:6].[Cl:31][C:32]1[C:33]([N:40]2[C:44]3=[N:45][CH:46]=[N:47][C:48](Cl)=[C:43]3[CH:42]=[N:41]2)=[C:34]([CH:37]=[CH:38][CH:39]=1)[C:35]#[N:36].C(O)(=O)CC(CC(O)=O)(C(O)=O)O, predict the reaction product. The product is: [Cl:31][C:32]1[CH:39]=[CH:38][CH:37]=[C:34]([C:35]#[N:36])[C:33]=1[N:40]1[C:44]2=[N:45][CH:46]=[N:47][C:48]([O:3][C@@H:4]([CH2:15][O:16][C@H:17]([CH3:30])[CH2:18][O:19][Si:20]([CH:27]([CH3:29])[CH3:28])([CH:21]([CH3:23])[CH3:22])[CH:24]([CH3:26])[CH3:25])[C:5]([NH:7][C:8]3[CH:13]=[N:12][C:11]([CH3:14])=[CH:10][N:9]=3)=[O:6])=[C:43]2[CH:42]=[N:41]1. (8) Given the reactants [CH:1]([N:4]1[C:8]([C:9]2[CH:10]=[C:11]3[C:16](=[CH:17][C:18]=2[C:19]([F:22])([F:21])[F:20])[NH:15][C:14](=[O:23])[N:13]([NH:24][S:25]([CH3:28])(=[O:27])=[O:26])[C:12]3=[O:29])=[CH:7][CH:6]=[N:5]1)([CH3:3])[CH3:2].[C:30](Cl)(=[O:36])[CH2:31][CH2:32][CH2:33][CH2:34][CH3:35], predict the reaction product. The product is: [C:30]([N:24]([N:13]1[C:12](=[O:29])[C:11]2[C:16](=[CH:17][C:18]([C:19]([F:21])([F:22])[F:20])=[C:9]([C:8]3[N:4]([CH:1]([CH3:3])[CH3:2])[N:5]=[CH:6][CH:7]=3)[CH:10]=2)[NH:15][C:14]1=[O:23])[S:25]([CH3:28])(=[O:26])=[O:27])(=[O:36])[CH2:31][CH2:32][CH2:33][CH2:34][CH3:35].